Predict the product of the given reaction. From a dataset of Forward reaction prediction with 1.9M reactions from USPTO patents (1976-2016). (1) Given the reactants [Cl:1][C:2]1[C:3]([O:12][C:13]2[CH:18]=[C:17]([O:19][CH:20]([CH3:22])[CH3:21])[CH:16]=[CH:15][C:14]=2[CH2:23][CH2:24][CH2:25][OH:26])=[N:4][CH:5]=[C:6]([C:8]([F:11])([F:10])[F:9])[CH:7]=1.Cl[S:28]([N:31]=[C:32]=[O:33])(=[O:30])=[O:29].[CH3:34][O:35][CH2:36][CH2:37][CH2:38][NH2:39].Cl, predict the reaction product. The product is: [CH3:34][O:35][CH2:36][CH2:37][CH2:38][NH:39][S:28]([NH:31][C:32](=[O:33])[O:26][CH2:25][CH2:24][CH2:23][C:14]1[CH:15]=[CH:16][C:17]([O:19][CH:20]([CH3:21])[CH3:22])=[CH:18][C:13]=1[O:12][C:3]1[C:2]([Cl:1])=[CH:7][C:6]([C:8]([F:11])([F:10])[F:9])=[CH:5][N:4]=1)(=[O:30])=[O:29]. (2) Given the reactants [CH2:1]1[C:7]2[CH:8]=[CH:9][C:10]([C:12]3[CH2:13][CH2:14][N:15]([C:18]([O:20][CH2:21][C:22]4[CH:27]=[CH:26][CH:25]=[CH:24][CH:23]=4)=[O:19])[CH2:16][CH:17]=3)=[CH:11][C:6]=2[CH2:5][CH2:4][NH:3][CH2:2]1.[C:28]1(=O)[CH2:31][CH2:30][CH2:29]1, predict the reaction product. The product is: [CH:28]1([N:3]2[CH2:2][CH2:1][C:7]3[CH:8]=[CH:9][C:10]([C:12]4[CH2:17][CH2:16][N:15]([C:18]([O:20][CH2:21][C:22]5[CH:23]=[CH:24][CH:25]=[CH:26][CH:27]=5)=[O:19])[CH2:14][CH:13]=4)=[CH:11][C:6]=3[CH2:5][CH2:4]2)[CH2:31][CH2:30][CH2:29]1. (3) Given the reactants [Br:1][C:2]1[N:7]=[C:6]([CH2:8]O)[C:5]([N:10]([CH:13]2[CH2:18][CH2:17][CH2:16][CH2:15][CH2:14]2)[CH2:11][CH3:12])=[N:4][CH:3]=1.O=S(Cl)[Cl:21], predict the reaction product. The product is: [Br:1][C:2]1[N:7]=[C:6]([CH2:8][Cl:21])[C:5]([N:10]([CH:13]2[CH2:18][CH2:17][CH2:16][CH2:15][CH2:14]2)[CH2:11][CH3:12])=[N:4][CH:3]=1. (4) Given the reactants [Cl:1][C:2]1[CH:3]=[C:4]([CH:28]=[CH:29][CH:30]=1)[CH2:5][NH:6][C:7]([C:9]1[CH:14]=[CH:13][C:12]([C:15]2[CH:20]=[C:19]([C:21]3[O:22][C:23]([CH3:26])=[N:24][N:25]=3)[CH:18]=[CH:17][C:16]=2[CH3:27])=[CH:11][CH:10]=1)=[O:8].I[CH3:32], predict the reaction product. The product is: [Cl:1][C:2]1[CH:3]=[C:4]([CH:28]=[CH:29][CH:30]=1)[CH2:5][N:6]([CH3:32])[C:7]([C:9]1[CH:14]=[CH:13][C:12]([C:15]2[CH:20]=[C:19]([C:21]3[O:22][C:23]([CH3:26])=[N:24][N:25]=3)[CH:18]=[CH:17][C:16]=2[CH3:27])=[CH:11][CH:10]=1)=[O:8]. (5) Given the reactants [C:1]1([C:16]2[CH:21]=[CH:20][CH:19]=[CH:18][CH:17]=2)[CH:6]=[CH:5][CH:4]=[C:3]([CH2:7][C:8]([C:10]2[CH:15]=[CH:14][CH:13]=[CH:12][CH:11]=2)=O)[CH:2]=1.[CH2:22]([O:24][C:25]1[CH:26]=[C:27]([CH:30]=[C:31]([N+:34]([O-:36])=[O:35])[C:32]=1[OH:33])[CH:28]=O)[CH3:23].[NH2:37][C:38]([NH2:40])=[O:39].Cl, predict the reaction product. The product is: [C:1]1([C:16]2[CH:21]=[CH:20][CH:19]=[CH:18][CH:17]=2)[CH:6]=[CH:5][CH:4]=[C:3]([C:7]2[CH:28]([C:27]3[CH:30]=[C:31]([N+:34]([O-:36])=[O:35])[C:32]([OH:33])=[C:25]([O:24][CH2:22][CH3:23])[CH:26]=3)[NH:37][C:38](=[O:39])[NH:40][C:8]=2[C:10]2[CH:15]=[CH:14][CH:13]=[CH:12][CH:11]=2)[CH:2]=1. (6) Given the reactants [Cl:1][C:2]1[CH:30]=[CH:29][C:5]([O:6][C:7]2[CH:12]=[CH:11][C:10](/[C:13](/[C:16]3[CH:21]=[C:20]([O:22][CH3:23])[C:19]([Cl:24])=[CH:18][C:17]=3F)=[N:14]/[OH:15])=[C:9]([CH2:26][CH2:27][CH3:28])[CH:8]=2)=[CH:4][CH:3]=1.C(=O)([O-])[O-].[Cs+].[Cs+], predict the reaction product. The product is: [Cl:24][C:19]1[C:20]([O:22][CH3:23])=[CH:21][C:16]2[C:13]([C:10]3[CH:11]=[CH:12][C:7]([O:6][C:5]4[CH:29]=[CH:30][C:2]([Cl:1])=[CH:3][CH:4]=4)=[CH:8][C:9]=3[CH2:26][CH2:27][CH3:28])=[N:14][O:15][C:17]=2[CH:18]=1.